The task is: Binary Classification. Given a drug SMILES string, predict its activity (active/inactive) in a high-throughput screening assay against a specified biological target.. This data is from HIV replication inhibition screening data with 41,000+ compounds from the AIDS Antiviral Screen. The result is 0 (inactive). The compound is CCN(C(=O)NC(Cc1ccccc1)C(=O)NC(CC(C)C)C(=O)NC)c1ccccc1.